Predict the product of the given reaction. From a dataset of Forward reaction prediction with 1.9M reactions from USPTO patents (1976-2016). (1) Given the reactants [N:1]([O-])=O.[Na+].[NH2:5][C:6]1[CH:7]=[C:8]([C:13]2[O:14][C:15]3[C:20]([C:21](=[O:23])[CH:22]=2)=[CH:19][CH:18]=[C:17]([O:24][CH3:25])[C:16]=3[O:26][CH3:27])[CH:9]=[CH:10][C:11]=1[NH2:12], predict the reaction product. The product is: [NH:12]1[C:11]2[CH:10]=[CH:9][C:8]([C:13]3[O:14][C:15]4[C:20]([C:21](=[O:23])[CH:22]=3)=[CH:19][CH:18]=[C:17]([O:24][CH3:25])[C:16]=4[O:26][CH3:27])=[CH:7][C:6]=2[N:5]=[N:1]1. (2) Given the reactants Cl[C:2]1[CH:3]=[C:4]2[C:9](=[N:10][CH:11]=1)[NH:8][C:7](=[O:12])[C:6]1[CH:13]=[CH:14][CH:15]=[CH:16][C:5]2=1.CO[C:19]1[CH:25]=[CH:24][C:22](N)=[CH:21][CH:20]=1.C1(P(C2CCCCC2)C2C=CC=CC=2C2C(C(C)C)=CC(C(C)C)=CC=2C(C)C)CCCCC1.C[C:61](C)([O-:63])C.[Na+], predict the reaction product. The product is: [CH2:61]([O:63][C:15]1[CH:14]=[CH:13][C:6]2[C:7](=[O:12])[NH:8][C:9]3[C:4]([C:5]=2[CH:16]=1)=[CH:3][CH:2]=[CH:11][N:10]=3)[C:19]1[CH:20]=[CH:21][CH:22]=[CH:24][CH:25]=1. (3) Given the reactants [CH:1]1[C:9]2[C:8]3[CH:10]=[CH:11][CH:12]=[CH:13][C:7]=3[S:6][C:5]=2[CH:4]=[CH:3][CH:2]=1.[C:14](Cl)(=[O:18])[C:15]([CH3:17])=[CH2:16].[Al+3].[Cl-].[Cl-].[Cl-], predict the reaction product. The product is: [CH3:16][CH:15]1[CH2:17][C:10]2[C:8]3[C:9]4[CH:1]=[CH:2][CH:3]=[CH:4][C:5]=4[S:6][C:7]=3[CH:13]=[CH:12][C:11]=2[C:14]1=[O:18]. (4) The product is: [Cl:8][C:5]1[CH:6]=[CH:7][C:2]([NH:1][S:28]([C:25]2[CH:26]=[CH:27][C:22]([C:21]3[O:17][CH:18]=[N:19][CH:20]=3)=[CH:23][CH:24]=2)(=[O:29])=[O:30])=[C:3]([C:9]([C:11]2[CH:12]=[N:13][CH:14]=[CH:15][CH:16]=2)=[O:10])[CH:4]=1. Given the reactants [NH2:1][C:2]1[CH:7]=[CH:6][C:5]([Cl:8])=[CH:4][C:3]=1[C:9]([C:11]1[CH:12]=[N:13][CH:14]=[CH:15][CH:16]=1)=[O:10].[O:17]1[C:21]([C:22]2[CH:27]=[CH:26][C:25]([S:28](Cl)(=[O:30])=[O:29])=[CH:24][CH:23]=2)=[CH:20][N:19]=[CH:18]1, predict the reaction product. (5) Given the reactants [Br:1][C:2]1[CH:7]=[CH:6][CH:5]=[C:4]([Br:8])[C:3]=1[OH:9].[C:10](=O)([O-])[O-].[K+].[K+].S(OC)(OC)(=O)=O, predict the reaction product. The product is: [Br:1][C:2]1[CH:7]=[CH:6][CH:5]=[C:4]([Br:8])[C:3]=1[O:9][CH3:10]. (6) The product is: [CH3:4][C:2]([Si:5]([CH3:22])([CH3:21])[O:6][C@@H:7]1[CH2:11][N:10]([C:12]([O:14][C:15]([CH3:16])([CH3:18])[CH3:17])=[O:13])[C@@H:9]([CH2:19][O:20][C:32](=[O:33])[C:31]([CH3:36])([CH3:35])[CH3:30])[CH2:8]1)([CH3:1])[CH3:3]. Given the reactants [CH3:1][C:2]([Si:5]([CH3:22])([CH3:21])[O:6][C@@H:7]1[CH2:11][N:10]([C:12]([O:14][C:15]([CH3:18])([CH3:17])[CH3:16])=[O:13])[C@@H:9]([CH2:19][OH:20])[CH2:8]1)([CH3:4])[CH3:3].C(N(CC)CC)C.[CH3:30][C:31]([CH3:36])([CH3:35])[C:32](Cl)=[O:33], predict the reaction product. (7) Given the reactants [C:1]([C:3]([C:6]1[CH:7]=[C:8]([CH3:17])[CH:9]=[C:10]([C:12]([C:15]#[N:16])([CH3:14])[CH3:13])[CH:11]=1)([CH3:5])[CH3:4])#[N:2].C(OOC(=O)C1C=CC=CC=1)(=O)C1C=CC=CC=1.S(=O)(=O)(O)O.[Br:41]N1C(=O)CCC1=O, predict the reaction product. The product is: [C:15]([C:12]([C:10]1[CH:9]=[C:8]([CH:7]=[C:6]([C:3]([C:1]#[N:2])([CH3:5])[CH3:4])[CH:11]=1)[CH2:17][Br:41])([CH3:13])[CH3:14])#[N:16].